From a dataset of NCI-60 drug combinations with 297,098 pairs across 59 cell lines. Regression. Given two drug SMILES strings and cell line genomic features, predict the synergy score measuring deviation from expected non-interaction effect. (1) Drug 1: C1=C(C(=O)NC(=O)N1)F. Drug 2: CC(C)NC(=O)C1=CC=C(C=C1)CNNC.Cl. Cell line: MDA-MB-231. Synergy scores: CSS=16.9, Synergy_ZIP=-3.38, Synergy_Bliss=2.27, Synergy_Loewe=-3.42, Synergy_HSA=1.09. (2) Drug 1: C1CC(C1)(C(=O)O)C(=O)O.[NH2-].[NH2-].[Pt+2]. Drug 2: CCCCCOC(=O)NC1=NC(=O)N(C=C1F)C2C(C(C(O2)C)O)O. Cell line: COLO 205. Synergy scores: CSS=-0.102, Synergy_ZIP=2.10, Synergy_Bliss=5.10, Synergy_Loewe=1.77, Synergy_HSA=1.34.